This data is from Forward reaction prediction with 1.9M reactions from USPTO patents (1976-2016). The task is: Predict the product of the given reaction. (1) Given the reactants [C:1]([O:5][C:6](=[O:19])[N:7]([C@H:9]1[CH2:14][CH2:13][C@H:12]([CH:15]=[C:16](Br)Br)[CH2:11][CH2:10]1)[CH3:8])([CH3:4])([CH3:3])[CH3:2].[Li]CCCC.CN1C(=O)N(C)CCC1.Br[CH2:35][CH2:36][O:37][CH:38]1[CH2:43][CH2:42][CH2:41][CH2:40][O:39]1.[NH4+].[Cl-], predict the reaction product. The product is: [C:1]([O:5][C:6](=[O:19])[N:7]([CH3:8])[C@H:9]1[CH2:14][CH2:13][C@H:12]([C:15]#[C:16][CH2:35][CH2:36][O:37][CH:38]2[CH2:43][CH2:42][CH2:41][CH2:40][O:39]2)[CH2:11][CH2:10]1)([CH3:4])([CH3:3])[CH3:2]. (2) Given the reactants Cl.[CH2:2]([C:4]1[CH:24]=[CH:23][CH:22]=[C:21]([CH3:25])[C:5]=1[CH2:6][NH:7][C:8]1[CH:13]=[C:12]([C:14]([OH:16])=O)[N:11]=[C:10]2[CH:17]=[C:18]([CH3:20])[NH:19][C:9]=12)[CH3:3].[CH3:26][N:27](C(ON1N=NC2C=CC=CC1=2)=[N+](C)C)[CH3:28].[B-](F)(F)(F)F.CNC, predict the reaction product. The product is: [CH3:26][N:27]([CH3:28])[C:14]([C:12]1[N:11]=[C:10]2[CH:17]=[C:18]([CH3:20])[NH:19][C:9]2=[C:8]([NH:7][CH2:6][C:5]2[C:21]([CH3:25])=[CH:22][CH:23]=[CH:24][C:4]=2[CH2:2][CH3:3])[CH:13]=1)=[O:16]. (3) Given the reactants Br[C:2]1[CH:7]=[CH:6][C:5]([N+:8]([O-:10])=[O:9])=[C:4]([O:11][CH:12]([CH3:14])[CH3:13])[CH:3]=1.C(=O)([O-])[O-].[Cs+].[Cs+].[CH3:21][N:22]1[CH2:28][CH2:27][CH2:26][NH:25][CH2:24][CH2:23]1.CC1(C)C2C=CC=C(P(C3C=CC=CC=3)C3C=CC=CC=3)C=2OC2C1=CC=CC=2P(C1C=CC=CC=1)C1C=CC=CC=1, predict the reaction product. The product is: [CH3:21][N:22]1[CH2:28][CH2:27][CH2:26][N:25]([C:2]2[CH:7]=[CH:6][C:5]([N+:8]([O-:10])=[O:9])=[C:4]([O:11][CH:12]([CH3:14])[CH3:13])[CH:3]=2)[CH2:24][CH2:23]1. (4) The product is: [Br:23][CH2:24][CH2:25][CH2:26][CH2:27][O:1][C@H:2]1[CH2:7][CH2:6][C@H:5]([N:8]([CH3:22])[S:9]([C:12]2[CH:17]=[CH:16][C:15]([C:18]([F:21])([F:19])[F:20])=[CH:14][CH:13]=2)(=[O:11])=[O:10])[CH2:4][CH2:3]1. Given the reactants [OH:1][C@H:2]1[CH2:7][CH2:6][C@H:5]([N:8]([CH3:22])[S:9]([C:12]2[CH:17]=[CH:16][C:15]([C:18]([F:21])([F:20])[F:19])=[CH:14][CH:13]=2)(=[O:11])=[O:10])[CH2:4][CH2:3]1.[Br:23][CH2:24][CH2:25][CH2:26][CH2:27]Br, predict the reaction product.